Dataset: Full USPTO retrosynthesis dataset with 1.9M reactions from patents (1976-2016). Task: Predict the reactants needed to synthesize the given product. (1) Given the product [CH3:28][O:29][C:30](=[O:47])[CH:31]([C:33]1[CH:38]=[CH:37][CH:36]=[C:35]([NH:39][C:40]([O:42][C:43]([CH3:46])([CH3:45])[CH3:44])=[O:41])[CH:34]=1)[CH2:32][P:11]([CH2:10][CH2:9][CH2:8][CH2:7][C:1]1[CH:6]=[CH:5][CH:4]=[CH:3][CH:2]=1)([OH:12])=[O:13], predict the reactants needed to synthesize it. The reactants are: [C:1]1([CH2:7][CH2:8][CH2:9][CH2:10][PH:11](=[O:13])[OH:12])[CH:6]=[CH:5][CH:4]=[CH:3][CH:2]=1.CCN(C(C)C)C(C)C.C[Si](Cl)(C)C.[CH3:28][O:29][C:30](=[O:47])[C:31]([C:33]1[CH:38]=[CH:37][CH:36]=[C:35]([NH:39][C:40]([O:42][C:43]([CH3:46])([CH3:45])[CH3:44])=[O:41])[CH:34]=1)=[CH2:32]. (2) Given the product [O:11]1[C:12]2[CH:17]=[CH:16][N:15]=[CH:14][C:13]=2[N:18]=[C:10]1[C:7]1[CH:6]=[CH:5][C:4]([NH2:1])=[CH:9][CH:8]=1, predict the reactants needed to synthesize it. The reactants are: [N+:1]([C:4]1[CH:9]=[CH:8][C:7]([C:10]2[O:11][C:12]3[CH:17]=[CH:16][N:15]=[CH:14][C:13]=3[N:18]=2)=[CH:6][CH:5]=1)([O-])=O.[NH4+].[Cl-].C(OCC)(=O)C.CCN(CC)CC. (3) Given the product [CH2:1]([O:3][C:4]([C:5]1[S:19][C:17]([CH3:18])=[N:20][C:6]=1[C:8]1[CH:13]=[CH:12][CH:11]=[C:10]([Cl:14])[CH:9]=1)=[O:16])[CH3:2], predict the reactants needed to synthesize it. The reactants are: [CH2:1]([O:3][C:4](=[O:16])[CH:5](Cl)[C:6]([C:8]1[CH:13]=[CH:12][CH:11]=[C:10]([Cl:14])[CH:9]=1)=O)[CH3:2].[C:17]([NH2:20])(=[S:19])[CH3:18]. (4) Given the product [F:35][C:32]1[CH:33]=[CH:34][C:29]([C:19]2[O:18][C:14]3[N:15]=[CH:16][N:17]=[C:12]([NH:11][CH2:10][CH2:9][CH2:8][CH2:7][CH2:6][C:5]([OH:36])=[O:4])[C:13]=3[C:20]=2[C:21]2[CH:22]=[CH:23][C:24]([O:27][CH3:28])=[CH:25][CH:26]=2)=[CH:30][CH:31]=1, predict the reactants needed to synthesize it. The reactants are: [OH-].[Na+].C[O:4][C:5](=[O:36])[CH2:6][CH2:7][CH2:8][CH2:9][CH2:10][NH:11][C:12]1[C:13]2[C:20]([C:21]3[CH:26]=[CH:25][C:24]([O:27][CH3:28])=[CH:23][CH:22]=3)=[C:19]([C:29]3[CH:34]=[CH:33][C:32]([F:35])=[CH:31][CH:30]=3)[O:18][C:14]=2[N:15]=[CH:16][N:17]=1.Cl.